From a dataset of Reaction yield outcomes from USPTO patents with 853,638 reactions. Predict the reaction yield, written as a fraction of the theoretical maximum amount of product (1.0 means a 100% yield; for example, 0.34 means a 34% yield). (1) The reactants are [H-].[Na+].[C:3]1([SH:9])[CH:8]=[CH:7][CH:6]=[CH:5][CH:4]=1.Br[C:11]([F:18])([F:17])[C:12]([O:14][CH2:15][CH3:16])=[O:13]. The catalyst is CS(C)=O. The product is [F:17][C:11]([F:18])([S:9][C:3]1[CH:8]=[CH:7][CH:6]=[CH:5][CH:4]=1)[C:12]([O:14][CH2:15][CH3:16])=[O:13]. The yield is 0.840. (2) The reactants are [NH2:1][C:2]1[C:3](=[O:21])[NH:4][C:5](=[S:20])[N:6]([CH2:9][CH2:10][C:11]2[NH:15][C:14]3[CH:16]=[CH:17][CH:18]=[CH:19][C:13]=3[N:12]=2)[C:7]=1[NH2:8].[C:22](O)(=O)C.C(N)=N. The catalyst is CS(C)=O. The product is [NH:12]1[C:13]2[CH:19]=[CH:18][CH:17]=[CH:16][C:14]=2[N:15]=[C:11]1[CH2:10][CH2:9][N:6]1[C:7]2[N:8]=[CH:22][NH:1][C:2]=2[C:3](=[O:21])[NH:4][C:5]1=[S:20]. The yield is 0.120. (3) The reactants are [NH2:1][C:2]1[CH:3]=[CH:4][C:5]([S:12](=[O:25])(=[O:24])[NH:13][C:14]2[CH:15]=[CH:16][C:17]3[CH2:21][O:20][B:19]([OH:22])[C:18]=3[CH:23]=2)=[C:6]([CH2:8][C:9](O)=[O:10])[CH:7]=1.[CH:26]([NH2:30])([CH2:28][CH3:29])[CH3:27].C1CN([P+](ON2N=NC3C=CC=CC2=3)(N2CCCC2)N2CCCC2)CC1.F[P-](F)(F)(F)(F)F. The catalyst is CN(C=O)C.O.CO. The product is [NH2:1][C:2]1[CH:3]=[CH:4][C:5]([S:12](=[O:24])(=[O:25])[NH:13][C:14]2[CH:15]=[CH:16][C:17]3[CH2:21][O:20][B:19]([OH:22])[C:18]=3[CH:23]=2)=[C:6]([CH2:8][C:9]([NH:30][CH:26]([CH2:28][CH3:29])[CH3:27])=[O:10])[CH:7]=1. The yield is 0.130. (4) The reactants are CC(OI1(OC(C)=O)(OC(C)=O)OC(=O)C2C=CC=CC1=2)=O.[Cl:23][C:24]1[C:25]([C:32]2[CH:54]=[CH:53][C:35]([C:36]([NH:38][C:39]3[CH:44]=[CH:43][CH:42]=[CH:41][C:40]=3[NH:45][C:46](=[O:52])[O:47][C:48]([CH3:51])([CH3:50])[CH3:49])=[O:37])=[CH:34][CH:33]=2)=[N:26][CH:27]=[C:28]([CH2:30][OH:31])[CH:29]=1. The catalyst is C(Cl)Cl. The product is [Cl:23][C:24]1[C:25]([C:32]2[CH:33]=[CH:34][C:35]([C:36]([NH:38][C:39]3[CH:44]=[CH:43][CH:42]=[CH:41][C:40]=3[NH:45][C:46](=[O:52])[O:47][C:48]([CH3:50])([CH3:51])[CH3:49])=[O:37])=[CH:53][CH:54]=2)=[N:26][CH:27]=[C:28]([CH:30]=[O:31])[CH:29]=1. The yield is 0.800. (5) The yield is 0.500. The reactants are [C:1]([C:3]1[N:8]=[C:7](Cl)[CH:6]=[N:5][CH:4]=1)#[N:2].P([O-])([O-])([O-])=O.[K+].[K+].[K+].[CH:18]1(B(O)O)[CH2:20][CH2:19]1. The product is [CH:18]1([C:7]2[N:8]=[C:3]([C:1]#[N:2])[CH:4]=[N:5][CH:6]=2)[CH2:20][CH2:19]1. The catalyst is O1CCCC1.Cl[Pd]Cl.C1(P(C2C=CC=CC=2)[C-]2C=CC=C2)C=CC=CC=1.[C-]1(P(C2C=CC=CC=2)C2C=CC=CC=2)C=CC=C1.[Fe+2]. (6) The reactants are [CH2:1]([O:3][C:4]([C:6]1[C:17](=[O:18])[N:16]([CH:19]2[CH2:23][CH2:22][CH2:21][CH2:20]2)[C:9]2[N:10]=[C:11]([S:14][CH3:15])[N:12]=[CH:13][C:8]=2[CH:7]=1)=[O:5])[CH3:2].C1(S(N2C(C3C=CC=CC=3)O2)(=O)=[O:31])C=CC=CC=1. The catalyst is C(Cl)Cl. The product is [CH2:1]([O:3][C:4]([C:6]1[C:17](=[O:18])[N:16]([CH:19]2[CH2:23][CH2:22][CH2:21][CH2:20]2)[C:9]2[N:10]=[C:11]([S:14]([CH3:15])=[O:31])[N:12]=[CH:13][C:8]=2[CH:7]=1)=[O:5])[CH3:2]. The yield is 0.680. (7) The reactants are [Cl:1][C:2]1[CH:7]=[CH:6][CH:5]=[C:4]([Cl:8])[C:3]=1[CH2:9][CH:10]([N:14]1[CH2:18][C:17]([O:19][C:20]2[C:25]([F:26])=[CH:24][CH:23]=[CH:22][C:21]=2[F:27])=[CH:16][C:15]1=[O:28])[C:11]([OH:13])=O.[C:29](Cl)(=O)C(Cl)=O.Cl.[OH:36][C@@H:37]([CH2:67]O)[CH2:38][N:39]1[CH:43]=[CH:42][C:41]([NH:44]C(=O)[C@@H](N2CC(OC3C=CC=C(Cl)C=3Cl)=CC2=O)CC(C)C)=[N:40]1.N1C(C)=CC=CC=1C. The catalyst is ClCCl.CN(C)C=O. The product is [Cl:1][C:2]1[CH:7]=[CH:6][CH:5]=[C:4]([Cl:8])[C:3]=1[CH2:9][CH:10]([N:14]1[CH2:18][C:17]([O:19][C:20]2[C:25]([F:26])=[CH:24][CH:23]=[CH:22][C:21]=2[F:27])=[CH:16][C:15]1=[O:28])[C:11]([NH:44][C:41]1[CH:42]=[CH:43][N:39]([CH2:38][C:37]([OH:36])([CH3:67])[CH3:29])[N:40]=1)=[O:13]. The yield is 0.360.